This data is from Catalyst prediction with 721,799 reactions and 888 catalyst types from USPTO. The task is: Predict which catalyst facilitates the given reaction. (1) Reactant: [CH2:1]([O:3][C:4](=[O:15])[C:5]1[CH:10]=[C:9]([Br:11])[C:8]([CH2:12]Br)=[CH:7][C:6]=1[NH2:14])[CH3:2].[C:16]([O:20][C:21]([N:23]1[CH2:28][CH2:27][N:26](CC2C=C(N(C(OC(C)(C)C)=O)C(OC(C)(C)C)=O)C(C(OCC)=O)=CC=2Cl)[CH2:25][CH2:24]1)=[O:22])([CH3:19])([CH3:18])[CH3:17].C(N(CC)CC)C. Product: [C:16]([O:20][C:21]([N:23]1[CH2:28][CH2:27][N:26]([CH2:12][C:8]2[CH:7]=[C:6]([NH2:14])[C:5]([C:4]([O:3][CH2:1][CH3:2])=[O:15])=[CH:10][C:9]=2[Br:11])[CH2:25][CH2:24]1)=[O:22])([CH3:19])([CH3:17])[CH3:18]. The catalyst class is: 2. (2) Reactant: C(OC([N:8]1[CH2:13][CH2:12][CH:11]([O:14][C:15]2[N:16]=[N:17][C:18]([CH2:38][CH2:39][CH2:40][CH3:41])=[C:19]([C:21]3[CH:26]=[CH:25][C:24]([O:27][CH:28]4[CH2:33][CH2:32][CH2:31][CH2:30][CH2:29]4)=[C:23]([C:34]([O:36][CH3:37])=[O:35])[CH:22]=3)[CH:20]=2)[CH2:10][CH2:9]1)=O)(C)(C)C.[ClH:42]. Product: [ClH:42].[ClH:42].[CH3:37][O:36][C:34](=[O:35])[C:23]1[CH:22]=[C:21]([C:19]2[CH:20]=[C:15]([O:14][CH:11]3[CH2:10][CH2:9][NH:8][CH2:13][CH2:12]3)[N:16]=[N:17][C:18]=2[CH2:38][CH2:39][CH2:40][CH3:41])[CH:26]=[CH:25][C:24]=1[O:27][CH:28]1[CH2:29][CH2:30][CH2:31][CH2:32][CH2:33]1. The catalyst class is: 135. (3) Reactant: Br[C:2]1[CH:3]=[C:4]([CH:8]=[CH:9][C:10]=1[CH3:11])[C:5](Cl)=[O:6].C([N:14]([CH2:17][CH3:18])[CH2:15][CH3:16])C.[F:19][C:20]([F:29])([F:28])[C:21]1[CH:22]=[C:23]([CH:25]=[CH:26][CH:27]=1)[NH2:24]. Product: [CH:17]1[C:18]2[C:9](=[CH:10][CH:2]=[C:3]([C:2]3[CH:3]=[C:4]([CH:8]=[CH:9][C:10]=3[CH3:11])[C:5]([NH:24][C:23]3[CH:25]=[CH:26][CH:27]=[C:21]([C:20]([F:28])([F:29])[F:19])[CH:22]=3)=[O:6])[CH:4]=2)[CH:16]=[CH:15][N:14]=1. The catalyst class is: 115. (4) Reactant: Br[C:2]1[CH:3]=[C:4]([F:10])[C:5](=[O:9])[N:6]([CH3:8])[CH:7]=1.[CH3:11][C:12]1([CH3:28])[C:16]([CH3:18])([CH3:17])[O:15][B:14]([B:14]2[O:15][C:16]([CH3:18])([CH3:17])[C:12]([CH3:28])([CH3:11])[O:13]2)[O:13]1.CC([O-])=O.[K+].O. Product: [F:10][C:4]1[C:5](=[O:9])[N:6]([CH3:8])[CH:7]=[C:2]([B:14]2[O:15][C:16]([CH3:18])([CH3:17])[C:12]([CH3:28])([CH3:11])[O:13]2)[CH:3]=1. The catalyst class is: 75. (5) Reactant: [Br:1][CH2:2][CH2:3][CH2:4][O:5][C:6]1[CH:48]=[CH:47][C:9]([CH2:10][NH:11][C:12]2[N:17]=[C:16]([O:18][CH2:19][C:20]([F:23])([F:22])[F:21])[N:15]=[C:14]([NH:24][C:25]3[CH:46]=[CH:45][C:28]([C:29]([NH:31][CH2:32][C:33]([CH3:44])([CH3:43])[CH2:34][NH:35]C(=O)OC(C)(C)C)=[O:30])=[CH:27][N:26]=3)[CH:13]=2)=[CH:8][CH:7]=1.C(O)(C(F)(F)F)=O. Product: [NH2:35][CH2:34][C:33]([CH3:44])([CH3:43])[CH2:32][NH:31][C:29](=[O:30])[C:28]1[CH:45]=[CH:46][C:25]([NH:24][C:14]2[CH:13]=[C:12]([NH:11][CH2:10][C:9]3[CH:47]=[CH:48][C:6]([O:5][CH2:4][CH2:3][CH2:2][Br:1])=[CH:7][CH:8]=3)[N:17]=[C:16]([O:18][CH2:19][C:20]([F:23])([F:22])[F:21])[N:15]=2)=[N:26][CH:27]=1. The catalyst class is: 2. (6) Reactant: [Br:1][C:2]1[CH:9]=[CH:8][C:5]([CH2:6][NH2:7])=[CH:4][CH:3]=1.C(N(CC)CC)C.Cl[CH2:18][CH2:19][CH2:20][S:21](Cl)(=[O:23])=[O:22].[H-].[Na+]. Product: [Br:1][C:2]1[CH:9]=[CH:8][C:5]([CH2:6][N:7]2[CH2:18][CH2:19][CH2:20][S:21]2(=[O:23])=[O:22])=[CH:4][CH:3]=1. The catalyst class is: 9. (7) Reactant: [F:1][C:2]1[CH:22]=[CH:21][C:20]([F:23])=[CH:19][C:3]=1[CH2:4][CH:5]1[CH2:10][CH:9]([C:11]([O:13]C)=[O:12])[CH2:8][CH2:7][N:6]1[C:15]([O:17][CH3:18])=[O:16].[Br-].[Li+].C(N(CC)CC)C.CC(OC)(C)C. Product: [F:1][C:2]1[CH:22]=[CH:21][C:20]([F:23])=[CH:19][C:3]=1[CH2:4][CH:5]1[CH2:10][CH:9]([C:11]([OH:13])=[O:12])[CH2:8][CH2:7][N:6]1[C:15]([O:17][CH3:18])=[O:16]. The catalyst class is: 47. (8) Reactant: [NH:1]1[CH2:6][CH2:5][C:4](=O)[CH2:3][C:2]1=[O:8].[Br:9][C:10]1[CH:11]=[C:12]([CH:15]=[CH:16][C:17]=1[F:18])[CH:13]=O.[NH2:19]/[C:20](/[CH3:24])=[CH:21]\[C:22]#[N:23]. Product: [Br:9][C:10]1[CH:11]=[C:12]([CH:13]2[C:3]3[C:2](=[O:8])[NH:1][CH2:6][CH2:5][C:4]=3[NH:19][C:20]([CH3:24])=[C:21]2[C:22]#[N:23])[CH:15]=[CH:16][C:17]=1[F:18]. The catalyst class is: 8.